Dataset: Reaction yield outcomes from USPTO patents with 853,638 reactions. Task: Predict the reaction yield, written as a fraction of the theoretical maximum amount of product (1.0 means a 100% yield; for example, 0.34 means a 34% yield). (1) The reactants are [Cl:1][C:2]1[CH:3]=[C:4]([C@@:8]([C@@H:20]2[CH2:25][CH2:24][CH2:23][N:22]([C:26]([O:28][C:29]([CH3:32])([CH3:31])[CH3:30])=[O:27])[CH2:21]2)([O:12][CH2:13][CH2:14]OS(C)(=O)=O)[CH2:9][CH2:10][CH3:11])[CH:5]=[CH:6][CH:7]=1.CN(C=O)C.[N-:38]=[N+:39]=[N-:40].[Na+]. The catalyst is C(OCC)(=O)C.O. The product is [N:38]([CH2:14][CH2:13][O:12][C@:8]([C@@H:20]1[CH2:25][CH2:24][CH2:23][N:22]([C:26]([O:28][C:29]([CH3:32])([CH3:31])[CH3:30])=[O:27])[CH2:21]1)([C:4]1[CH:5]=[CH:6][CH:7]=[C:2]([Cl:1])[CH:3]=1)[CH2:9][CH2:10][CH3:11])=[N+:39]=[N-:40]. The yield is 0.990. (2) The reactants are [OH-].[K+].[Cl:3][C:4]1[CH:9]=[CH:8][C:7]([CH2:10][OH:11])=[CH:6][CH:5]=1.Cl[C:13]1[N:18]=[CH:17][NH:16][C:15]2=[N:19][CH:20]=[CH:21][C:14]=12. The catalyst is O. The product is [Cl:3][C:4]1[CH:9]=[CH:8][C:7]([CH2:10][O:11][C:13]2[C:14]3[CH:21]=[CH:20][NH:19][C:15]=3[N:16]=[CH:17][N:18]=2)=[CH:6][CH:5]=1. The yield is 0.250. (3) The reactants are [CH3:1][C@:2]12[C@@:19]3([CH3:20])[C@@H:10]([C@:11]4([CH3:33])[C@@H:16]([CH2:17][CH2:18]3)[C:15]([CH3:22])([CH3:21])[C:14]([C:23]3[CH:32]=[CH:31][C:26]([C:27]([O:29]C)=[O:28])=[CH:25][CH:24]=3)=[CH:13][CH2:12]4)[CH2:9][CH2:8][C@@H:7]1[C@H:6]1[C@H:34]([C:37]([CH3:39])=[CH2:38])[CH2:35][CH2:36][C@:5]1([NH:40][CH2:41][CH2:42][NH:43][S:44]([CH3:47])(=[O:46])=[O:45])[CH2:4][CH2:3]2.[OH-].[Na+]. The catalyst is O1CCOCC1. The product is [CH3:1][C@:2]12[C@@:19]3([CH3:20])[C@@H:10]([C@:11]4([CH3:33])[C@@H:16]([CH2:17][CH2:18]3)[C:15]([CH3:21])([CH3:22])[C:14]([C:23]3[CH:32]=[CH:31][C:26]([C:27]([OH:29])=[O:28])=[CH:25][CH:24]=3)=[CH:13][CH2:12]4)[CH2:9][CH2:8][C@@H:7]1[C@H:6]1[C@H:34]([C:37]([CH3:39])=[CH2:38])[CH2:35][CH2:36][C@:5]1([NH:40][CH2:41][CH2:42][NH:43][S:44]([CH3:47])(=[O:46])=[O:45])[CH2:4][CH2:3]2. The yield is 0.450. (4) The reactants are Cl.[CH3:2][O:3][C:4]1[CH:9]=[CH:8][C:7]([NH:10][NH2:11])=[CH:6][CH:5]=1.CO[CH:14](OC)[CH2:15][CH:16](OC)OC. The catalyst is C(O)C. The product is [CH3:2][O:3][C:4]1[CH:9]=[CH:8][C:7]([N:10]2[CH:16]=[CH:15][CH:14]=[N:11]2)=[CH:6][CH:5]=1. The yield is 0.970. (5) The reactants are [OH-].[Na+].C([O:5][C:6]([C:8]1[NH:9][CH:10]=[C:11]([CH2:14][CH2:15][C:16]2[CH:21]=[CH:20][C:19]([Cl:22])=[CH:18][CH:17]=2)[C:12]=1[CH3:13])=[O:7])C. The catalyst is O1CCOCC1.O. The product is [Cl:22][C:19]1[CH:18]=[CH:17][C:16]([CH2:15][CH2:14][C:11]2[C:12]([CH3:13])=[C:8]([C:6]([OH:7])=[O:5])[NH:9][CH:10]=2)=[CH:21][CH:20]=1. The yield is 0.660. (6) The reactants are [O:1]=[C:2]1[CH2:7][S:6][C:5]2[CH:8]=[CH:9][C:10]([C:12]([OH:14])=O)=[N:11][C:4]=2[NH:3]1.[NH2:15][CH:16]1[CH2:21][CH2:20][N:19]([CH2:22][CH:23]2[C:27]3=[C:28]([Cl:36])[CH:29]=[N:30][C:31]4[CH:32]=[CH:33][C:34](=[O:35])[N:25]([C:26]=43)[CH2:24]2)[CH2:18][CH2:17]1.C(N(CC)CC)C.CN(C(ON1N=NC2C=CC=NC1=2)=[N+](C)C)C.F[P-](F)(F)(F)(F)F. The catalyst is CN(C=O)C. The product is [ClH:36].[Cl:36][C:28]1[CH:29]=[N:30][C:31]2[CH:32]=[CH:33][C:34](=[O:35])[N:25]3[CH2:24][CH:23]([CH2:22][N:19]4[CH2:18][CH2:17][CH:16]([NH:15][C:12]([C:10]5[CH:9]=[CH:8][C:5]6[S:6][CH2:7][C:2](=[O:1])[NH:3][C:4]=6[N:11]=5)=[O:14])[CH2:21][CH2:20]4)[C:27]=1[C:26]=23. The yield is 0.830. (7) The reactants are [NH2:1][CH:2]([CH2:12][C:13]1[CH:18]=[CH:17][C:16]([C:19]([F:22])([F:21])[F:20])=[CH:15][CH:14]=1)[CH:3]([C:5]1[CH:10]=[CH:9][CH:8]=[C:7]([F:11])[CH:6]=1)[OH:4].[F:23][C:24]1[C:33]2[C:28](=[CH:29][CH:30]=[CH:31][CH:32]=2)[C:27]([C:34](O)=[O:35])=[CH:26][CH:25]=1.Cl.C(N=C=NCCCN(C)C)C.ON1C2C=CC=CC=2N=N1. The catalyst is C(#N)C.O. The product is [F:23][C:24]1[C:33]2[C:28](=[CH:29][CH:30]=[CH:31][CH:32]=2)[C:27]([C:34]([NH:1][CH:2]([CH2:12][C:13]2[CH:14]=[CH:15][C:16]([C:19]([F:22])([F:20])[F:21])=[CH:17][CH:18]=2)[CH:3]([C:5]2[CH:10]=[CH:9][CH:8]=[C:7]([F:11])[CH:6]=2)[OH:4])=[O:35])=[CH:26][CH:25]=1. The yield is 0.820. (8) The reactants are [ClH:1].[CH:2]1([C:5]([C:7]2[CH:12]=[CH:11][C:10]([CH2:13][CH:14]([C:20]([O:22][CH2:23][CH3:24])=[O:21])[C:15]([O:17][CH2:18][CH3:19])=[O:16])=[CH:9][CH:8]=2)=[O:6])[CH2:4][CH2:3]1. The product is [Cl:1][CH2:4][CH2:3][CH2:2][C:5]([C:7]1[CH:12]=[CH:11][C:10]([CH2:13][CH:14]([C:20]([O:22][CH2:23][CH3:24])=[O:21])[C:15]([O:17][CH2:18][CH3:19])=[O:16])=[CH:9][CH:8]=1)=[O:6]. The catalyst is C(O)C. The yield is 0.590.